From a dataset of Experimentally validated miRNA-target interactions with 360,000+ pairs, plus equal number of negative samples. Binary Classification. Given a miRNA mature sequence and a target amino acid sequence, predict their likelihood of interaction. (1) The miRNA is hsa-miR-4706 with sequence AGCGGGGAGGAAGUGGGCGCUGCUU. The protein sequence of the target gene is MATDELATKLSRRLQMEGEGGGETPEQPGLNGAAAAAAGAPDEAAEALGSADCELSAKLLRRADLNQGIGEPQSPSRRVFNPYTEFKEFSRKQIKDMEKMFKQYDAGRDGFIDLMELKLMMEKLGAPQTHLGLKNMIKEVDEDFDSKLSFREFLLIFRKAAAGELQEDSGLCVLARLSEIDVSSEGVKGAKSFFEAKVQAINVSSRFEEEIKAEQEERKKQAEEMKQRKAAFKELQSTFK. Result: 1 (interaction). (2) The miRNA is hsa-miR-7157-5p with sequence UCAGCAUUCAUUGGCACCAGAGA. The protein sequence of the target gene is MATNFSDIVKQGYVKMKSRKLGIYRRCWLVFRKSSSKGPQRLEKYPDEKSVCLRGCPKVTEISNVKCVTRLPKETKRQAVAIIFTDDSARTFTCDSELEAEEWYKTLSVECLGSRLNDISLGEPDLLAPGVQCEQTDRFNVFLLPCPNLDVYGECKLQITHENIYLWDIHNPRVKLVSWPLCSLRRYGRDATRFTFEAGRMCDAGEGLYTFQTQEGEQIYQRVHSATLAIAEQHKRVLLEMEKNVRLLNKGTEHYSYPCTPTTMLPRSAYWHHITGSQNIAEASSYAGEGYGAAQASSET.... Result: 0 (no interaction). (3) The miRNA is mmu-miR-681 with sequence CAGCCUCGCUGGCAGGCAGCU. The protein sequence of the target gene is MEDGCPRIRRRVSVRKRNRGNLENLRASPTPAELQPAEDTEDEAAAGSRRRKTGSPEHAQENDSEEDMFGDYDSFTESSFLAHVDDLEQRYMQLPECGDRDADSGTKDLCSAGLKNNLRVTTVINLTDPETSEHGQKQSHLDVPAEPEPGSDLSFDVPSSQILYFENPQNSPEALGDPCTKKTNGDPQKSSHEELVSSHTEQPEPNNDFSNVRAASESSRRKSLKDHLKSTMAGNARAQTPAFPRSKHLREALLSEEISVAKKAIESPSDDLGPFYSLPSKVRDLYVQLKGIKKLYDWQH.... Result: 1 (interaction).